This data is from Full USPTO retrosynthesis dataset with 1.9M reactions from patents (1976-2016). The task is: Predict the reactants needed to synthesize the given product. Given the product [OH:29][CH2:30][CH2:31][N:32]([CH2:33][CH2:34][OH:35])[CH2:2][CH2:3][N:4]1[CH:8]=[CH:7][C:6]([C:9]2[N:17]3[C:12]([CH:13]=[CH:14][CH:15]=[CH:16]3)=[CH:11][C:10]=2[C:18]([O:20][CH2:21][CH3:22])=[O:19])=[N:5]1, predict the reactants needed to synthesize it. The reactants are: Cl[CH2:2][CH2:3][N:4]1[CH:8]=[CH:7][C:6]([C:9]2[N:17]3[C:12]([CH:13]=[CH:14][CH:15]=[CH:16]3)=[CH:11][C:10]=2[C:18]([O:20][CH2:21][CH3:22])=[O:19])=[N:5]1.C([O-])([O-])=O.[K+].[K+].[OH:29][CH2:30][CH2:31][NH:32][CH2:33][CH2:34][OH:35].